Dataset: Peptide-MHC class II binding affinity with 134,281 pairs from IEDB. Task: Regression. Given a peptide amino acid sequence and an MHC pseudo amino acid sequence, predict their binding affinity value. This is MHC class II binding data. The peptide sequence is VVKVQRPTPKGTVMDII. The MHC is DRB1_0701 with pseudo-sequence DRB1_0701. The binding affinity (normalized) is 0.222.